From a dataset of Reaction yield outcomes from USPTO patents with 853,638 reactions. Predict the reaction yield, written as a fraction of the theoretical maximum amount of product (1.0 means a 100% yield; for example, 0.34 means a 34% yield). (1) The yield is 0.591. The product is [CH:1]1([NH:4][C:5]([NH:7][C:8]2[CH:13]=[CH:12][C:11]([O:14][C:15]3[CH:20]=[CH:19][N:18]=[C:17]4[CH:21]=[C:22]([C:24]5[CH:29]=[CH:28][C:27]([CH2:30][NH:46][C:45]6[CH:47]=[CH:48][C:42]([O:41][CH2:40][CH2:39][N:36]7[CH2:35][CH2:34][O:33][CH2:38][CH2:37]7)=[CH:43][CH:44]=6)=[CH:26][N:25]=5)[S:23][C:16]=34)=[C:10]([F:32])[CH:9]=2)=[O:6])[CH2:3][CH2:2]1. The catalyst is CN(C=O)C.[Cl-].[Na+].O. The reactants are [CH:1]1([NH:4][C:5]([NH:7][C:8]2[CH:13]=[CH:12][C:11]([O:14][C:15]3[CH:20]=[CH:19][N:18]=[C:17]4[CH:21]=[C:22]([C:24]5[CH:29]=[CH:28][C:27]([CH:30]=O)=[CH:26][N:25]=5)[S:23][C:16]=34)=[C:10]([F:32])[CH:9]=2)=[O:6])[CH2:3][CH2:2]1.[O:33]1[CH2:38][CH2:37][N:36]([CH2:39][CH2:40][O:41][C:42]2[CH:48]=[CH:47][C:45]([NH2:46])=[CH:44][CH:43]=2)[CH2:35][CH2:34]1.C([Sn](Cl)(Cl)CCCC)CCC.C1([SiH3])C=CC=CC=1. (2) The reactants are C[O:2][C:3]1[CH:8]=[CH:7][C:6]([C:9]2([C:12]([O:14][CH3:15])=[O:13])[CH2:11][CH2:10]2)=[CH:5][CH:4]=1.CCS.[Al+3].[Cl-].[Cl-].[Cl-]. The catalyst is C(Cl)Cl. The product is [CH3:15][O:14][C:12]([C:9]1([C:6]2[CH:5]=[CH:4][C:3]([OH:2])=[CH:8][CH:7]=2)[CH2:10][CH2:11]1)=[O:13]. The yield is 0.950. (3) The reactants are [CH:1]([C:4]1[C:8]([CH2:9][CH2:10][CH2:11][OH:12])=[CH:7][N:6]([C:13]2[CH:18]=[CH:17][C:16]([C:19]([F:22])([F:21])[F:20])=[CH:15][N:14]=2)[N:5]=1)([CH3:3])[CH3:2].O[C:24]1[C:28]([CH2:29][C:30]([O:32]C)=[O:31])=[CH:27][N:26]([CH3:34])[N:25]=1.C(P(CCCC)CCCC)CCC.N(C(N1CCCCC1)=O)=NC(N1CCCCC1)=O. The catalyst is O1CCCC1. The product is [CH:1]([C:4]1[C:8]([CH2:9][CH2:10][CH2:11][O:12][C:24]2[C:28]([CH2:29][C:30]([OH:32])=[O:31])=[CH:27][N:26]([CH3:34])[N:25]=2)=[CH:7][N:6]([C:13]2[CH:18]=[CH:17][C:16]([C:19]([F:21])([F:20])[F:22])=[CH:15][N:14]=2)[N:5]=1)([CH3:3])[CH3:2]. The yield is 0.760. (4) The reactants are [CH3:1][C:2]1[CH:3]=[C:4]([CH:7]=[CH:8][C:9]=1[CH3:10])[CH:5]=O.[F:11][C:12]1[CH:13]=[C:14]([CH2:18][C:19]#[N:20])[CH:15]=[CH:16][CH:17]=1.C[O-].[Na+]. The catalyst is CCO. The product is [CH3:1][C:2]1[CH:3]=[C:4](/[CH:5]=[C:18](\[C:14]2[CH:15]=[CH:16][CH:17]=[C:12]([F:11])[CH:13]=2)/[C:19]#[N:20])[CH:7]=[CH:8][C:9]=1[CH3:10]. The yield is 0.780. (5) The reactants are [Cl:1][C:2]1[CH:7]=[CH:6][C:5]([C:8]2[C:17]3[C:12](=[CH:13][CH:14]=[C:15]([C:18]([OH:20])=O)[CH:16]=3)[CH:11]=[N:10][CH:9]=2)=[CH:4][CH:3]=1.F[B-](F)(F)F.N1(OC(N(C)C)=[N+](C)C)C2C=CC=CC=2N=N1.C(N(CC)C(C)C)(C)C.[F:52][C:53]([F:57])([F:56])[CH2:54][NH2:55]. The catalyst is CN(C)C=O. The product is [Cl:1][C:2]1[CH:3]=[CH:4][C:5]([C:8]2[C:17]3[C:12](=[CH:13][CH:14]=[C:15]([C:18]([NH:55][CH2:54][C:53]([F:57])([F:56])[F:52])=[O:20])[CH:16]=3)[CH:11]=[N:10][CH:9]=2)=[CH:6][CH:7]=1. The yield is 0.420.